From a dataset of Reaction yield outcomes from USPTO patents with 853,638 reactions. Predict the reaction yield, written as a fraction of the theoretical maximum amount of product (1.0 means a 100% yield; for example, 0.34 means a 34% yield). (1) The reactants are [Br:1][C:2]1[CH:3]=[CH:4][C:5]2[N:9]=[C:8](C(Cl)(Cl)Cl)[N:7]([C:14]3[CH:19]=[CH:18][N:17]=[C:16]([NH2:20])[N:15]=3)[C:6]=2[CH:21]=1.[OH:22][CH:23]1[CH2:26][N:25]([C:27]([O:29][C:30]([CH3:33])([CH3:32])[CH3:31])=[O:28])[CH2:24]1.C(=O)([O-])[O-].[Cs+].[Cs+]. The catalyst is CN(C)C=O. The product is [NH2:20][C:16]1[N:15]=[C:14]([N:7]2[C:6]3[CH:21]=[C:2]([Br:1])[CH:3]=[CH:4][C:5]=3[N:9]=[C:8]2[O:22][CH:23]2[CH2:24][N:25]([C:27]([O:29][C:30]([CH3:33])([CH3:32])[CH3:31])=[O:28])[CH2:26]2)[CH:19]=[CH:18][N:17]=1. The yield is 0.600. (2) The reactants are [CH3:1][N:2]([CH3:32])[C:3]1([C:26]2[CH:31]=[CH:30][CH:29]=[CH:28][CH:27]=2)[CH2:8][CH2:7][C:6](=[CH:9][C:10]([NH:12][CH2:13][CH2:14][CH2:15][CH2:16][C:17]2[C:25]3[C:20](=[CH:21][CH:22]=[CH:23][CH:24]=3)[NH:19][CH:18]=2)=[O:11])[CH2:5][CH2:4]1.[Cl:33][Si](C)(C)C. The catalyst is CC(CC)=O. The product is [ClH:33].[CH3:32][N:2]([CH3:1])[C:3]1([C:26]2[CH:27]=[CH:28][CH:29]=[CH:30][CH:31]=2)[CH2:4][CH2:5][C:6](=[CH:9][C:10]([NH:12][CH2:13][CH2:14][CH2:15][CH2:16][C:17]2[C:25]3[C:20](=[CH:21][CH:22]=[CH:23][CH:24]=3)[NH:19][CH:18]=2)=[O:11])[CH2:7][CH2:8]1. The yield is 0.740. (3) The reactants are [F:1][C:2]1[C:11]2[C:6](=[CH:7][CH:8]=[CH:9][CH:10]=2)[C:5]([C:12]([OH:14])=O)=[CH:4][CH:3]=1.Cl.C(N=C=NCCCN(C)C)C.O.ON1C2C=CC=CC=2N=N1.[NH2:38][CH:39]([CH2:49][C:50]1[CH:55]=[CH:54][C:53]([C:56]([F:62])([F:61])[C:57]([CH3:60])([CH3:59])[CH3:58])=[CH:52][CH:51]=1)[CH:40]([C:42]1[CH:47]=[CH:46][CH:45]=[C:44]([Cl:48])[CH:43]=1)[OH:41]. The catalyst is CN(C)C=O.C(OCC)(=O)C. The product is [Cl:48][C:44]1[CH:43]=[C:42]([CH:40]([OH:41])[CH:39]([NH:38][C:12]([C:5]2[C:6]3[C:11](=[CH:10][CH:9]=[CH:8][CH:7]=3)[C:2]([F:1])=[CH:3][CH:4]=2)=[O:14])[CH2:49][C:50]2[CH:55]=[CH:54][C:53]([C:56]([F:62])([F:61])[C:57]([CH3:60])([CH3:58])[CH3:59])=[CH:52][CH:51]=2)[CH:47]=[CH:46][CH:45]=1. The yield is 0.490. (4) The reactants are [N:1]1[C:11]2[N:10]([CH2:12][CH2:13][CH2:14][NH2:15])[C:9]3[CH:16]=[CH:17][CH:18]=[CH:19][C:8]=3[CH2:7][CH2:6][C:5]=2[CH:4]=[CH:3][CH:2]=1.CCN(CC)CC.[F:27][C:28]([F:41])([F:40])[O:29][C:30]1[CH:35]=[CH:34][C:33]([S:36](Cl)(=[O:38])=[O:37])=[CH:32][CH:31]=1. The catalyst is CN(C=O)C. The product is [N:1]1[C:11]2[N:10]([CH2:12][CH2:13][CH2:14][NH:15][S:36]([C:33]3[CH:32]=[CH:31][C:30]([O:29][C:28]([F:27])([F:40])[F:41])=[CH:35][CH:34]=3)(=[O:38])=[O:37])[C:9]3[CH:16]=[CH:17][CH:18]=[CH:19][C:8]=3[CH2:7][CH2:6][C:5]=2[CH:4]=[CH:3][CH:2]=1. The yield is 0.520. (5) The yield is 0.300. The product is [NH2:1][C:2](=[O:18])[CH2:3][O:4][C:5]1[C:14]([C:42]2[CH:43]=[CH:44][C:34]3[O:33][C:32]([C:29]4[CH:28]=[CH:27][C:26]([F:25])=[CH:31][CH:30]=4)=[C:36]([C:37](=[O:38])[NH:39][CH3:40])[C:35]=3[CH:41]=2)=[CH:13][C:8]([C:9]([O:11][CH3:12])=[O:10])=[C:7]([O:16][CH3:17])[CH:6]=1. The reactants are [NH2:1][C:2](=[O:18])[CH2:3][O:4][C:5]1[C:14](Br)=[CH:13][C:8]([C:9]([O:11][CH3:12])=[O:10])=[C:7]([O:16][CH3:17])[CH:6]=1.O1CCOCC1.[F:25][C:26]1[CH:31]=[CH:30][C:29]([C:32]2[O:33][C:34]3[CH:44]=[CH:43][C:42](B4OC(C)(C)C(C)(C)O4)=[CH:41][C:35]=3[C:36]=2[C:37]([NH:39][CH3:40])=[O:38])=[CH:28][CH:27]=1.C(=O)([O-])[O-].[Cs+].[Cs+]. The catalyst is C(Cl)Cl.C1C=CC([P]([Pd]([P](C2C=CC=CC=2)(C2C=CC=CC=2)C2C=CC=CC=2)([P](C2C=CC=CC=2)(C2C=CC=CC=2)C2C=CC=CC=2)[P](C2C=CC=CC=2)(C2C=CC=CC=2)C2C=CC=CC=2)(C2C=CC=CC=2)C2C=CC=CC=2)=CC=1.O. (6) The reactants are [Br:1][C:2]1[CH:12]=[C:11](/[CH:13]=[CH:14]/[CH:15]([C:20]2[CH:25]=[C:24]([Cl:26])[C:23]([Cl:27])=[C:22]([Cl:28])[CH:21]=2)[C:16]([F:19])([F:18])[F:17])[CH:10]=[CH:9][C:3]=1[C:4]([N:6](C)[NH2:7])=[O:5].[F:29][C:30]([F:36])([F:35])[CH2:31][C:32](O)=[O:33].[CH3:37]CN=C=NCCCN(C)C.Cl.CCN(C(C)C)C(C)C. The catalyst is ClCCCl.CN(C1C=CN=CC=1)C.O. The product is [Br:1][C:2]1[CH:12]=[C:11](/[CH:13]=[CH:14]/[CH:15]([C:20]2[CH:21]=[C:22]([Cl:28])[C:23]([Cl:27])=[C:24]([Cl:26])[CH:25]=2)[C:16]([F:17])([F:19])[F:18])[CH:10]=[CH:9][C:3]=1[C:4]([NH:6][N:7]([CH3:37])[C:32](=[O:33])[CH2:31][C:30]([F:36])([F:35])[F:29])=[O:5]. The yield is 0.250. (7) The reactants are [Br:1][C:2]1[CH:3]=[C:4]2[C:8](=[CH:9][CH:10]=1)[NH:7][C:6](=[O:11])[CH2:5]2.[N:12]1([CH2:17][CH2:18][NH:19][C:20]([C:22]2[C:26]([CH3:27])=[C:25]([CH:28]=O)[NH:24][C:23]=2[CH3:30])=[O:21])[CH2:16][CH2:15][CH2:14][CH2:13]1. No catalyst specified. The product is [N:12]1([CH2:17][CH2:18][NH:19][C:20]([C:22]2[C:26]([CH3:27])=[C:25]([CH:28]=[C:5]3[C:4]4[C:8](=[CH:9][CH:10]=[C:2]([Br:1])[CH:3]=4)[NH:7][C:6]3=[O:11])[NH:24][C:23]=2[CH3:30])=[O:21])[CH2:16][CH2:15][CH2:14][CH2:13]1. The yield is 0.810. (8) The reactants are [NH2:1][C@H:2]([C:7]([OH:9])=[O:8])[CH2:3][CH:4]([CH3:6])[CH3:5].O=S(Cl)[Cl:12].[CH3:14]O. No catalyst specified. The product is [ClH:12].[CH3:14][O:8][C:7](=[O:9])[C@H:2]([CH2:3][CH:4]([CH3:6])[CH3:5])[NH2:1]. The yield is 0.860.